Dataset: Experimentally validated miRNA-target interactions with 360,000+ pairs, plus equal number of negative samples. Task: Binary Classification. Given a miRNA mature sequence and a target amino acid sequence, predict their likelihood of interaction. (1) The miRNA is hsa-miR-4719 with sequence UCACAAAUCUAUAAUAUGCAGG. The protein sequence of the target gene is MAASGAVEPGPPGAAVAPSPAPAPPPAPDHLFRPISAEDEEQQPTEIESLCMNCYCNGMTRLLLTKIPFFREIIVSSFSCEHCGWNNTEIQSAGRIQDQGVRYTLSVRALEDMNREVVKTDSAATRIPELDFEIPAFSQKGALTTVEGLITRAISGLEQDQPARRANKDATAERIDEFIVKLKELKQVASPFTLIIDDPSGNSFVENPHAPQKDDALVITHYNRTRQQEEMLGLQEEAPAEKPEEEDLRNEVLQFSTNCPECNAPAQTNMKLVQIPHFKEVIIMATNCENCGHRTNEVKS.... Result: 1 (interaction). (2) The miRNA is mmu-miR-1264-3p with sequence CAAAUCUUAUUUGAGCACCUGU. The protein sequence of the target gene is MWFFARDPVRDFPFELIPEPPEGGLPGPWALHRGRKKATGSPVSIFVYDVKPGAEEQTQVAKAAFKRFKTLRHPNILAYIDGLETEKCLHVVTEAVTPLGIYLKARVEAGGLKELEISWGLHQIVKALSFLVNDCSLIHNNVCMAAVFVDRAGEWKLGGLDYMYSAQGNGGGPPRKGIPELEQYDPPELADSSGRVVREKWSADMWRLGCLIWEVFNGPLPRAAALRNPGKIPKTLVPHYCELVGANPKVRPNPARFLQNCRAPGGFMSNRFVETNLFLEEIQIKEPAEKQKFFQELSKS.... Result: 0 (no interaction). (3) The miRNA is hsa-miR-6789-3p with sequence CGGCGCCCGUGUCUCCUCCAG. The protein sequence of the target gene is MDSFGQPRPEDNQSVVRRMQKKYWKTKQVFIKATGKKEDEHLVASDAELDAKLEVFHSVQETCTELLKIIEKYQLRLNVISEEENELGLFLKFQAERDATQAGKMMDATGKALCSSAKQRLALCTPLSRLKQEVATFSQRAVSDTLMTINRMEQARTEYRGALLWMKDVSQELDPDTLKQMEKFRKVQMQVRNSKASFDKLKMDVCQKVDLLGASRCNMLSHSLTTYQRTLLGFWKKTARMMSQIHEACIGFHPYDFVALKQLQDTPSKISEDNKDEQIGGFLTEQLNKLVLSDEEASFE.... Result: 1 (interaction). (4) The miRNA is cel-miR-66-5p with sequence CAUGACACUGAUUAGGGAUGUGA. The protein sequence of the target gene is MGFLHQLQLLLWKNVTLKRRSPWVLAFEIFIPLVLFFILLGLRQKKPTISVKEAFYTAAPLTSAGILPVMQSLCPDGQRDEFGFLQYANSTVTQLLERLDRVVEEGNLFDPARPSLGSELEALRQHLEALSAGPGTSGSHLDRSTVSSFSLDSVARNPQELWRFLTQNLSLPNSTAQALLAARVDPPEVYHLLFGPSSALDSQSGLHKGQEPWSRLGGNPLFRMEELLLAPALLEQLTCTPGSGELGRILTVPESQKGALQGYRDAVCSGQAAARARRFSGLSAELRNQLDVAKVSQQLG.... Result: 0 (no interaction). (5) The miRNA is mmu-miR-674-5p with sequence GCACUGAGAUGGGAGUGGUGUA. The protein sequence of the target gene is MILMPMASVVAVAEPKWVSVWGRFLWMALLSMALGSLLALLLPLGVVEEHCLAVLRGFHLLRSKLDRAQPVVPKCTSLCTELSVSSRDAGLLTVKTTASPAGKLEAKAALNQALEMKRQGKRGKAHKLFLHALKMDPGFVDALNEFGIFSEEDKDIIQADYLYTRALTISPFHEKALVNRDRTLPLVEEIDQRYFSVIDSKVKKVMSIPKGSSALRRVMEETYYHHIYHTVAIEGNTLTLSEIRHILETRYAVPGKSLEEQNEVIGMHAAMKYINTTLVSRIGSVTMDDMLEIHRRVLGY.... Result: 0 (no interaction). (6) The miRNA is mmu-miR-551b-3p with sequence GCGACCCAUACUUGGUUUCAG. The protein sequence of the target gene is MGDMKTPDFDDLLAAFDIPDPTSLDAKEAIQAPSEENESPLKSSGMCIDENVSLSHSGSAPDVPAVSVIVKNTSRQESFEAEKDHIAPSLLHNGFRGSDLPPDSHHCGKFDSTFINGDSARSFTSKLEPSKSEPLPTFNQFSPISSPEPEDPVKDNGFGIKSKHSDSYFPPPPGTVGGPVLEALSKFPVPELHMFDHFCKKEPKPEPLPLESQQEHEQGGQKVVEPHKDLDSSRFFGEALEFNSHPSNSIGEPKKLAPELSACSSVPPRQRLKPAHSKLSSCVAALVALQAKRVANVTKE.... Result: 0 (no interaction). (7) The miRNA is hsa-miR-642a-5p with sequence GUCCCUCUCCAAAUGUGUCUUG. The protein sequence of the target gene is MNDEDYSTIYDTIQNERTYEVPDQPEENESPHYDDVHEYLRPENDLYATQLNTHEYDFVSVYTIKGEETSLASVQSEDRGYLLPDEIYSELQEAHPGEPQEDRGISMEGLYSSTQDQQLCAAELQENGSVMKEDLPSPSSFTIQHSKAFSTTKYSCYSDAEGLEEKEGAHMNPEIYLFVKAGIDGESIGNCPFSQRLFMILWLKGVVFNVTTVDLKRKPADLHNLAPGTHPPFLTFNGDVKTDVNKIEEFLEETLTPEKYPKLAAKHRESNTAGIDIFSKFSAYIKNTKQQNNAALERGL.... Result: 1 (interaction).